This data is from Forward reaction prediction with 1.9M reactions from USPTO patents (1976-2016). The task is: Predict the product of the given reaction. (1) Given the reactants [CH2:1]1[C:9]2[C:4](=[CH:5][C:6]([CH:10]([OH:31])[CH2:11][CH2:12][N:13]3[CH2:18][CH2:17][CH:16]([C:19]4[CH:20]=[C:21]([NH:25][C:26](=[O:30])[CH:27]([CH3:29])[CH3:28])[CH:22]=[CH:23][CH:24]=4)[CH2:15][CH2:14]3)=[CH:7][CH:8]=2)[CH2:3][CH2:2]1.[CH3:32][O:33][C:34]1[CH:39]=[CH:38][C:37](O)=[CH:36][CH:35]=1, predict the reaction product. The product is: [CH2:1]1[C:9]2[C:4](=[CH:5][C:6]([CH:10]([O:31][C:37]3[CH:38]=[CH:39][C:34]([O:33][CH3:32])=[CH:35][CH:36]=3)[CH2:11][CH2:12][N:13]3[CH2:14][CH2:15][CH:16]([C:19]4[CH:20]=[C:21]([NH:25][C:26](=[O:30])[CH:27]([CH3:28])[CH3:29])[CH:22]=[CH:23][CH:24]=4)[CH2:17][CH2:18]3)=[CH:7][CH:8]=2)[CH2:3][CH2:2]1. (2) The product is: [F:39][C:36]1[CH:35]=[CH:34][C:33]([CH2:32][N:11]2[C@@H:6]3[C@@H:5]([CH2:10][CH2:9][CH2:8][CH2:7]3)[C:3]([OH:4])=[C:13]([C:14]3[NH:19][C:18]4[CH:20]=[CH:21][C:22]([NH:24][S:25]([CH3:28])(=[O:26])=[O:27])=[CH:23][C:17]=4[S:16](=[O:30])(=[O:29])[N:15]=3)[C:12]2=[O:31])=[CH:38][CH:37]=1. Given the reactants CO[C:3]([C@@H:5]1[CH2:10][CH2:9][CH2:8][CH2:7][C@@H:6]1[N:11]([CH2:32][C:33]1[CH:38]=[CH:37][C:36]([F:39])=[CH:35][CH:34]=1)[C:12](=[O:31])[CH2:13][C:14]1[NH:19][C:18]2[CH:20]=[CH:21][C:22]([NH:24][S:25]([CH3:28])(=[O:27])=[O:26])=[CH:23][C:17]=2[S:16](=[O:30])(=[O:29])[N:15]=1)=[O:4].[O-]CC.[Na+].Cl, predict the reaction product. (3) Given the reactants [NH2:1][C:2]1[CH:7]=[N:6][C:5]([C:8]#[N:9])=[CH:4][N:3]=1.[Br:10][C:11]1[N:12]=[CH:13][C:14]2[C:19]([CH:20]=1)=[CH:18][C:17]([O:21][CH3:22])=[CH:16][C:15]=2[O:23][CH3:24], predict the reaction product. The product is: [CH3:22][O:21][C:17]1[CH:18]=[C:19]2[C:14](=[C:15]([O:23][CH3:24])[CH:16]=1)[CH:13]=[N:12][C:11]([NH:1][C:2]1[N:3]=[CH:4][C:5]([C:8]#[N:9])=[N:6][CH:7]=1)=[CH:20]2.[Br:10][C:11]1[N:12]=[CH:13][C:14]2[C:19]([CH:20]=1)=[CH:18][C:17]([O:21][CH3:22])=[CH:16][C:15]=2[O:23][CH3:24]. (4) Given the reactants Br[C:2]1[N:3]=[C:4]([C:7]2[CH:12]=[CH:11][C:10]([O:13][CH3:14])=[CH:9][CH:8]=2)[S:5][CH:6]=1.[CH3:15][O:16][C:17]1[CH:22]=[CH:21][C:20](B(O)O)=[CH:19][CH:18]=1, predict the reaction product. The product is: [CH3:15][O:16][C:17]1[CH:18]=[C:19]([C:2]2[N:3]=[C:4]([C:7]3[CH:12]=[CH:11][C:10]([O:13][CH3:14])=[CH:9][CH:8]=3)[S:5][CH:6]=2)[CH:20]=[CH:21][CH:22]=1. (5) Given the reactants [CH2:1]([C:3]1[C:8]([C:9]([OH:11])=O)=[CH:7][N:6]=[C:5]([S:12][CH3:13])[N:4]=1)[CH3:2].CN(C)C=O.[C:19]([Cl:24])(=O)[C:20](Cl)=O.CC1[CH:31]=[CH:30][C:29]([OH:32])=[C:28]([NH2:33])C=1C, predict the reaction product. The product is: [Cl:24][C:19]1[CH:20]=[CH:31][CH:30]=[C:29]([OH:32])[C:28]=1[NH:33][C:9]([C:8]1[C:3]([CH2:1][CH3:2])=[N:4][C:5]([S:12][CH3:13])=[N:6][CH:7]=1)=[O:11].